This data is from Catalyst prediction with 721,799 reactions and 888 catalyst types from USPTO. The task is: Predict which catalyst facilitates the given reaction. (1) Reactant: [CH2:1]([C:5]1[N:6]=[C:7]([CH3:27])[NH:8][C:9](=[O:26])[C:10]=1[CH2:11][C:12]1[CH:17]=[CH:16][C:15]([C:18]2[C:19]([C:24]#[N:25])=[CH:20][CH:21]=[CH:22][CH:23]=2)=[CH:14][CH:13]=1)[CH2:2][CH2:3][CH3:4].[C:28]1(B(O)O)[CH:33]=[CH:32][CH:31]=[CH:30][CH:29]=1.C(N(CC)CC)C.N1C=CC=CC=1. Product: [CH2:1]([C:5]1[N:6]=[C:7]([CH3:27])[N:8]([C:28]2[CH:33]=[CH:32][CH:31]=[CH:30][CH:29]=2)[C:9](=[O:26])[C:10]=1[CH2:11][C:12]1[CH:17]=[CH:16][C:15]([C:18]2[C:19]([C:24]#[N:25])=[CH:20][CH:21]=[CH:22][CH:23]=2)=[CH:14][CH:13]=1)[CH2:2][CH2:3][CH3:4]. The catalyst class is: 297. (2) Reactant: [CH3:1][O:2][C:3]([CH:5]1[NH:10][CH2:9][CH2:8][C:7]2[CH:11]=[C:12]([OH:15])[CH:13]=[CH:14][C:6]1=2)=[O:4].Cl.[CH:17]([C:19]1[CH:24]=[CH:23][C:22]([C@@H:25]([NH:27][C:28](=[O:30])[CH3:29])[CH3:26])=[CH:21][CH:20]=1)=O.CC(O)=O.C(O[BH-](OC(=O)C)OC(=O)C)(=O)C.[Na+]. Product: [CH3:1][O:2][C:3]([CH:5]1[C:6]2[C:7](=[CH:11][C:12]([OH:15])=[CH:13][CH:14]=2)[CH2:8][CH2:9][N:10]1[CH2:17][C:19]1[CH:20]=[CH:21][C:22]([C@@H:25]([NH:27][C:28](=[O:30])[CH3:29])[CH3:26])=[CH:23][CH:24]=1)=[O:4]. The catalyst class is: 1. (3) Product: [N:32]1([C:38]2[N:39]=[C:40]([CH2:45][C:46]([N:21]3[C:29]4[CH:28]=[CH:27][CH:26]=[C:25]([C:30]#[N:31])[C:24]=4[CH2:23][CH2:22]3)=[O:47])[NH:41][C:42](=[O:44])[CH:43]=2)[CH2:33][CH2:34][O:35][CH2:36][CH2:37]1. Reactant: Cl.CN(C)CCCN=C=NCC.C(NC(C)C)(C)C.Cl.[NH:21]1[C:29]2[CH:28]=[CH:27][CH:26]=[C:25]([C:30]#[N:31])[C:24]=2[CH2:23][CH2:22]1.[N:32]1([C:38]2[N:39]=[C:40]([CH2:45][C:46]([O-])=[O:47])[NH:41][C:42](=[O:44])[CH:43]=2)[CH2:37][CH2:36][O:35][CH2:34][CH2:33]1.[Na+]. The catalyst class is: 9. (4) Product: [CH3:13][N:4]1[C:5]2[CH2:11][CH2:10][CH2:9][CH2:8][CH2:7][C:6]=2[C:2]([Sn:22]([CH2:28][CH2:29][CH2:30][CH3:31])([CH2:24][CH2:25][CH2:26][CH3:27])[CH2:18][CH2:19][CH2:20][CH3:21])=[N:3]1. Reactant: I[C:2]1[N:3](C)[N:4]=[C:5]2[CH2:11][CH2:10][CH2:9][CH2:8][CH2:7][C:6]=12.[CH:13]([Mg]Cl)(C)C.[CH2:18]([Sn:22]([CH2:28][CH2:29][CH2:30][CH3:31])([CH2:24][CH2:25][CH2:26][CH3:27])Cl)[CH2:19][CH2:20][CH3:21]. The catalyst class is: 1. (5) Reactant: [OH:1][C:2]1([C:31]([O:33]C)=[O:32])[CH2:7][CH2:6][CH:5]([N:8]2[C:16]([NH:17][C:18]3[C:23]([F:24])=[CH:22][C:21]([F:25])=[CH:20][C:19]=3[F:26])=[N:15][C:14]3[C:9]2=[N:10][C:11]([NH:27][CH:28]([CH3:30])[CH3:29])=[N:12][CH:13]=3)[CH2:4][CH2:3]1. Product: [OH:1][C:2]1([C:31]([OH:33])=[O:32])[CH2:7][CH2:6][CH:5]([N:8]2[C:16]([NH:17][C:18]3[C:23]([F:24])=[CH:22][C:21]([F:25])=[CH:20][C:19]=3[F:26])=[N:15][C:14]3[C:9]2=[N:10][C:11]([NH:27][CH:28]([CH3:30])[CH3:29])=[N:12][CH:13]=3)[CH2:4][CH2:3]1. The catalyst class is: 33.